This data is from Forward reaction prediction with 1.9M reactions from USPTO patents (1976-2016). The task is: Predict the product of the given reaction. (1) Given the reactants [CH3:1][N:2]1[C:6](=S)[CH2:5][CH2:4][C@H:3]1[CH2:8][C:9]#[N:10], predict the reaction product. The product is: [CH3:1][N:2]1[CH2:6][CH2:5][CH2:4][C@H:3]1[CH2:8][C:9]#[N:10]. (2) Given the reactants Cl[C:2]1[CH:9]=[CH:8][C:5]([C:6]#[N:7])=[CH:4][N:3]=1.[CH:10]1([CH2:16][CH2:17][OH:18])[CH2:15][CH2:14][CH2:13][CH2:12][CH2:11]1.CC(C)([O-])C.[K+].O, predict the reaction product. The product is: [CH:10]1([CH2:16][CH2:17][O:18][C:2]2[CH:9]=[CH:8][C:5]([C:6]#[N:7])=[CH:4][N:3]=2)[CH2:15][CH2:14][CH2:13][CH2:12][CH2:11]1. (3) Given the reactants [Cr](Cl)([O-])(=O)=O.[NH+]1C=CC=CC=1.[Cl:12][C:13]1[C:18]([N+:19]([O-:21])=[O:20])=[CH:17][CH:16]=[CH:15][C:14]=1[CH2:22][OH:23], predict the reaction product. The product is: [Cl:12][C:13]1[C:18]([N+:19]([O-:21])=[O:20])=[CH:17][CH:16]=[CH:15][C:14]=1[CH:22]=[O:23]. (4) Given the reactants [NH2:1][C:2]1[N:7]=[C:6]([C:8]2[C:9]([O:14][C:15]3[CH:20]=[CH:19][C:18]([NH:21][C:22]4[C:31]5[C:26](=[CH:27][CH:28]=[CH:29][CH:30]=5)[C:25]([C:32]5[CH:39]=[CH:38][C:35]([CH:36]=O)=[CH:34][CH:33]=5)=[N:24][N:23]=4)=[CH:17][CH:16]=3)=[N:10][CH:11]=[CH:12][CH:13]=2)[CH:5]=[CH:4][N:3]=1.[NH:40]1[CH2:44][CH2:43][CH2:42][CH2:41]1.C(O[BH-](OC(=O)C)OC(=O)C)(=O)C.[Na+].C(=O)(O)[O-].[Na+], predict the reaction product. The product is: [NH2:1][C:2]1[N:7]=[C:6]([C:8]2[C:9]([O:14][C:15]3[CH:20]=[CH:19][C:18]([NH:21][C:22]4[C:31]5[C:26](=[CH:27][CH:28]=[CH:29][CH:30]=5)[C:25]([C:32]5[CH:33]=[CH:34][C:35]([CH2:36][N:40]6[CH2:44][CH2:43][CH2:42][CH2:41]6)=[CH:38][CH:39]=5)=[N:24][N:23]=4)=[CH:17][CH:16]=3)=[N:10][CH:11]=[CH:12][CH:13]=2)[CH:5]=[CH:4][N:3]=1. (5) Given the reactants [C:1](#[N:4])[CH:2]=[CH2:3].[CH2:5]([NH2:11])[CH2:6][CH2:7][CH2:8][CH2:9][CH3:10], predict the reaction product. The product is: [C:1]([CH2:2][CH2:3][N:11]([CH2:5][CH2:6][CH2:7][CH2:8][CH2:9][CH3:10])[CH2:3][CH2:2][C:1]#[N:4])#[N:4]. (6) Given the reactants [O:1]=[C:2]1[C:6]2[CH:7]=[CH:8][CH:9]=[CH:10][C:5]=2[C:4](=[O:11])[N:3]1[C:12]1[CH:17]=[CH:16][C:15](S(N)(=O)=O)=[CH:14][CH:13]=1.[CH2:22]1[CH2:32][CH2:31][N:30]2[C:25](=NCC[CH2:29]2)[CH2:24][CH2:23]1.C1([S:39]([N:42]=C=O)(=[O:41])=[O:40])C=CC=CC=1.Cl.CS(C)=[O:48], predict the reaction product. The product is: [O:1]=[C:2]1[C:6]2[CH:7]=[CH:8][CH:9]=[CH:10][C:5]=2[C:4](=[O:11])[N:3]1[C:12]1[CH:13]=[CH:14][C:15]([N:30]([C:29]([N:42]=[S:39](=[O:41])=[O:40])=[O:48])[C:25]2[CH:24]=[CH:23][CH:22]=[CH:32][CH:31]=2)=[CH:16][CH:17]=1. (7) Given the reactants [Cl:1][C:2]1[CH:3]=[C:4]([N:9]2[CH2:14][CH2:13][S:12][C:11](=[CH:15][C:16]3[CH:21]=[CH:20][CH:19]=[CH:18][C:17]=3[N:22]3[CH2:27][CH2:26][N:25](C)[CH2:24][CH2:23]3)[C:10]2=[O:29])[CH:5]=[CH:6][C:7]=1[Cl:8], predict the reaction product. The product is: [Cl:1][C:2]1[CH:3]=[C:4]([N:9]2[CH2:14][CH2:13][S:12][C:11](=[CH:15][C:16]3[CH:21]=[CH:20][CH:19]=[CH:18][C:17]=3[N:22]3[CH2:27][CH2:26][NH:25][CH2:24][CH2:23]3)[C:10]2=[O:29])[CH:5]=[CH:6][C:7]=1[Cl:8]. (8) Given the reactants [N+:1]([C:4]1[CH:13]=[CH:12][C:7]([O:8][CH2:9][CH2:10][OH:11])=[CH:6][CH:5]=1)([O-])=O, predict the reaction product. The product is: [NH2:1][C:4]1[CH:5]=[CH:6][C:7]([O:8][CH2:9][CH2:10][OH:11])=[CH:12][CH:13]=1. (9) Given the reactants [Cl:1][C:2]1[CH:3]=[C:4]([NH2:15])[C:5]([NH:8][CH2:9][CH2:10][C:11]([F:14])([F:13])[F:12])=[CH:6][CH:7]=1.[C:16](O)(=O)[C@H:17]([CH3:19])[OH:18].N, predict the reaction product. The product is: [Cl:1][C:2]1[CH:7]=[CH:6][C:5]2[N:8]([CH2:9][CH2:10][C:11]([F:12])([F:14])[F:13])[C:16]([C@@H:17]([OH:18])[CH3:19])=[N:15][C:4]=2[CH:3]=1.